From a dataset of Full USPTO retrosynthesis dataset with 1.9M reactions from patents (1976-2016). Predict the reactants needed to synthesize the given product. (1) The reactants are: [Cl:1][C:2]1[CH:3]=[CH:4][C:5]2[CH:9]=[C:8]([S:10]([N:13]3[CH2:18][CH2:17][N:16]([CH2:19][CH:20]4[CH2:25][CH2:24][NH:23][CH2:22][CH2:21]4)[C:15](=[O:26])[CH2:14]3)(=[O:12])=[O:11])[S:7][C:6]=2[CH:27]=1.Cl[CH2:29][C:30]([NH2:32])=[O:31].C(N(C(C)C)CC)(C)C. Given the product [Cl:1][C:2]1[CH:3]=[CH:4][C:5]2[CH:9]=[C:8]([S:10]([N:13]3[CH2:18][CH2:17][N:16]([CH2:19][CH:20]4[CH2:21][CH2:22][N:23]([CH2:29][C:30]([NH2:32])=[O:31])[CH2:24][CH2:25]4)[C:15](=[O:26])[CH2:14]3)(=[O:12])=[O:11])[S:7][C:6]=2[CH:27]=1, predict the reactants needed to synthesize it. (2) The reactants are: [Br:1][C:2]1[CH:3]=[CH:4][C:5]2[O:14][C:13]3[C:12](=[O:15])[CH2:11][CH:10]([C:16]4[CH:21]=[CH:20][CH:19]=[CH:18][CH:17]=4)[NH:9][C:8]=3[C:6]=2[CH:7]=1. Given the product [OH:15][C:12]1[CH:11]=[C:10]([C:16]2[CH:17]=[CH:18][CH:19]=[CH:20][CH:21]=2)[N:9]=[C:8]2[C:6]3[CH:7]=[C:2]([Br:1])[CH:3]=[CH:4][C:5]=3[O:14][C:13]=12, predict the reactants needed to synthesize it. (3) Given the product [CH3:1][O:2][C:3]1[CH:10]=[CH:9][CH:8]=[C:7]([O:11][C:15]2[CH:16]=[CH:17][CH:18]=[C:13]([Br:12])[N:14]=2)[C:4]=1[CH:5]=[O:6], predict the reactants needed to synthesize it. The reactants are: [CH3:1][O:2][C:3]1[CH:10]=[CH:9][CH:8]=[C:7]([OH:11])[C:4]=1[CH:5]=[O:6].[Br:12][C:13]1[CH:18]=[CH:17][CH:16]=[C:15](Br)[N:14]=1.C(=O)([O-])[O-].[K+].[K+].C(OCC)(=O)C. (4) Given the product [CH3:33][O:32][C:29]1[CH:30]=[CH:31][C:26]([CH:4]2[C:3](=[O:2])[N:19]([C:20]3[CH:25]=[CH:24][CH:23]=[CH:22][CH:21]=3)[C:7]3[N:8]=[C:9]([NH:12][C:13]4[CH:18]=[CH:17][CH:16]=[CH:15][CH:14]=4)[N:10]=[CH:11][C:6]=3[CH2:5]2)=[CH:27][CH:28]=1, predict the reactants needed to synthesize it. The reactants are: C[O:2][C:3](=O)[CH:4]([C:26]1[CH:31]=[CH:30][C:29]([O:32][CH3:33])=[CH:28][CH:27]=1)[CH2:5][C:6]1[C:7]([NH:19][C:20]2[CH:25]=[CH:24][CH:23]=[CH:22][CH:21]=2)=[N:8][C:9]([NH:12][C:13]2[CH:18]=[CH:17][CH:16]=[CH:15][CH:14]=2)=[N:10][CH:11]=1.S(=O)(=O)(O)O. (5) Given the product [N:15]1([CH2:14][CH2:13][N:12]2[CH2:11][CH2:10][S:9][C:8]3[CH:20]=[C:4]([NH2:1])[CH:5]=[CH:6][C:7]2=3)[CH2:19][CH2:18][CH2:17][CH2:16]1, predict the reactants needed to synthesize it. The reactants are: [N+:1]([C:4]1[CH:5]=[CH:6][C:7]2[N:12]([CH2:13][CH2:14][N:15]3[CH2:19][CH2:18][CH2:17][CH2:16]3)[CH2:11][CH2:10][S:9][C:8]=2[CH:20]=1)([O-])=O.O.NN.